Dataset: NCI-60 drug combinations with 297,098 pairs across 59 cell lines. Task: Regression. Given two drug SMILES strings and cell line genomic features, predict the synergy score measuring deviation from expected non-interaction effect. (1) Drug 1: C1=NNC2=C1C(=O)NC=N2. Drug 2: C1CCC(C(C1)N)N.C(=O)(C(=O)[O-])[O-].[Pt+4]. Cell line: SK-MEL-5. Synergy scores: CSS=32.9, Synergy_ZIP=-10.1, Synergy_Bliss=-3.62, Synergy_Loewe=-23.9, Synergy_HSA=-2.25. (2) Drug 1: C1CCN(CC1)CCOC2=CC=C(C=C2)C(=O)C3=C(SC4=C3C=CC(=C4)O)C5=CC=C(C=C5)O. Drug 2: COC1=C2C(=CC3=C1OC=C3)C=CC(=O)O2. Cell line: OVCAR3. Synergy scores: CSS=0.954, Synergy_ZIP=2.43, Synergy_Bliss=2.47, Synergy_Loewe=0.0850, Synergy_HSA=-0.127.